Dataset: Reaction yield outcomes from USPTO patents with 853,638 reactions. Task: Predict the reaction yield, written as a fraction of the theoretical maximum amount of product (1.0 means a 100% yield; for example, 0.34 means a 34% yield). (1) The reactants are C[O:2][C:3]([C:5]1([C:8]2[CH:9]=[CH:10][C:11]3[O:15][CH:14]=[N:13][C:12]=3[CH:16]=2)[CH2:7][CH2:6]1)=[O:4].[Al+3].[Cl-].[Cl-].[Cl-].O. The catalyst is CCS. The product is [O:15]1[C:11]2[CH:10]=[CH:9][C:8]([C:5]3([C:3]([OH:4])=[O:2])[CH2:7][CH2:6]3)=[CH:16][C:12]=2[N:13]=[CH:14]1. The yield is 0.110. (2) The reactants are C([S:3]([C:6]1[CH:12]=[C:11]([C:13]2[C:14]([C:19]3[CH:24]=[CH:23][CH:22]=[CH:21][C:20]=3[F:25])=[N:15][N:16]([CH3:18])[CH:17]=2)[CH:10]=[CH:9][C:7]=1[NH2:8])(=O)=O)C.[C:26]([N:34]=[C:35]=S)(=[O:33])[C:27]1[CH:32]=[CH:31][CH:30]=[CH:29][CH:28]=1.CCOC(C)=O. The catalyst is C1COCC1. The product is [F:25][C:20]1[CH:21]=[CH:22][CH:23]=[CH:24][C:19]=1[C:14]1[C:13]([C:11]2[CH:10]=[CH:9][C:7]3[N:8]=[C:35]([NH:34][C:26](=[O:33])[C:27]4[CH:32]=[CH:31][CH:30]=[CH:29][CH:28]=4)[S:3][C:6]=3[CH:12]=2)=[CH:17][N:16]([CH3:18])[N:15]=1. The yield is 0.850. (3) The reactants are O.[OH-].[Li+].C[O:5][C:6]([C:8]1[CH:13]=[CH:12][C:11](=[O:14])[N:10]([C:15]2[CH:20]=[CH:19][CH:18]=[CH:17][CH:16]=2)[CH:9]=1)=[O:7].O1CCCC1. The catalyst is O. The product is [O:14]=[C:11]1[N:10]([C:15]2[CH:16]=[CH:17][CH:18]=[CH:19][CH:20]=2)[CH:9]=[C:8]([C:6]([OH:7])=[O:5])[CH:13]=[CH:12]1. The yield is 0.790. (4) The reactants are [Si:1]([O:8][C@@H:9]1[C@H:13]([CH2:14][O:15][Si:16]([C:19]([CH3:22])([CH3:21])[CH3:20])([CH3:18])[CH3:17])[CH2:12][C@@H:11]([OH:23])[CH2:10]1)([C:4]([CH3:7])([CH3:6])[CH3:5])([CH3:3])[CH3:2].[H-].[Na+].[NH2:26][C:27]1[C:32]([N+:33]([O-:35])=[O:34])=[C:31](Cl)[CH:30]=[CH:29][N:28]=1. The catalyst is C1COCC1. The product is [Si:1]([O:8][C@@H:9]1[C@H:13]([CH2:14][O:15][Si:16]([C:19]([CH3:22])([CH3:21])[CH3:20])([CH3:17])[CH3:18])[CH2:12][C@@H:11]([O:23][C:31]2[CH:30]=[CH:29][N:28]=[C:27]([NH2:26])[C:32]=2[N+:33]([O-:35])=[O:34])[CH2:10]1)([C:4]([CH3:7])([CH3:6])[CH3:5])([CH3:3])[CH3:2]. The yield is 0.350.